From a dataset of TCR-epitope binding with 47,182 pairs between 192 epitopes and 23,139 TCRs. Binary Classification. Given a T-cell receptor sequence (or CDR3 region) and an epitope sequence, predict whether binding occurs between them. The epitope is VVYRGTTTY. The TCR CDR3 sequence is CASSEVAGGGSYNEQFF. Result: 0 (the TCR does not bind to the epitope).